From a dataset of Full USPTO retrosynthesis dataset with 1.9M reactions from patents (1976-2016). Predict the reactants needed to synthesize the given product. (1) Given the product [CH3:10][O:9][C:7](=[O:8])[C:6]1[CH:11]=[CH:12][C:3]([CH:1]=[N:23][C:22]2[CH:24]=[CH:25][C:19]([CH:13]3[CH2:18][CH2:17][CH2:16][CH2:15][CH2:14]3)=[CH:20][CH:21]=2)=[CH:4][CH:5]=1, predict the reactants needed to synthesize it. The reactants are: [CH:1]([C:3]1[CH:12]=[CH:11][C:6]([C:7]([O:9][CH3:10])=[O:8])=[CH:5][CH:4]=1)=O.[CH:13]1([C:19]2[CH:25]=[CH:24][C:22]([NH2:23])=[CH:21][CH:20]=2)[CH2:18][CH2:17][CH2:16][CH2:15][CH2:14]1. (2) Given the product [N:13]1([C:2]2[CH:3]=[C:4]([N+:10]([O-:12])=[O:11])[C:5]([C:8]#[N:9])=[N:6][CH:7]=2)[CH2:18][CH2:17][O:16][CH2:15][CH2:14]1, predict the reactants needed to synthesize it. The reactants are: Br[C:2]1[CH:3]=[C:4]([N+:10]([O-:12])=[O:11])[C:5]([C:8]#[N:9])=[N:6][CH:7]=1.[NH:13]1[CH2:18][CH2:17][O:16][CH2:15][CH2:14]1. (3) Given the product [F:1][CH:2]([F:27])[CH2:3][O:4][C:5]1[N:9]([CH3:10])[N:8]=[C:7]([C:11]([F:14])([F:13])[F:12])[C:6]=1[CH2:15][S:16]([C:19]1[CH:23]([F:28])[C:22]([CH3:25])([CH3:24])[O:21][N:20]=1)(=[O:18])=[O:17], predict the reactants needed to synthesize it. The reactants are: [F:1][CH:2]([F:27])[CH2:3][O:4][C:5]1[N:9]([CH3:10])[N:8]=[C:7]([C:11]([F:14])([F:13])[F:12])[C:6]=1[CH:15](F)[S:16]([C:19]1[CH2:23][C:22]([CH3:25])([CH3:24])[O:21][N:20]=1)(=[O:18])=[O:17].[F:28]C1C(C)(C)ON=C1S(CC1C(C(F)(F)F)=NN(C)N=1)(=O)=O.CC1(C)ON=C(S(C(F)C2C(C(F)(F)F)=NN(C)N=2)(=O)=O)C1.CC1(C)ON=C(S(CC2C(C(F)(F)F)=NN(C)N=2)(=O)=O)C1.FC(F)COC1N(C)N=C(C(F)(F)F)C=1C(F)(F)S(C1CC(C)(C)ON=1)(=O)=O.CC1(C)ON=C(S(C(F)(F)C2C(C(F)(F)F)=NN(C)N=2)(=O)=O)C1.FC(F)COC1N(C)N=C(C(F)(F)F)C=1C(F)(F)S(C1C(F)C(C)(C)ON=1)(=O)=O.FC(F)(S(C1C(F)C(C)(C)ON=1)(=O)=O)C1C(C(F)(F)F)=NN(C)N=1. (4) Given the product [C:34]([C:13]1[CH:14]=[C:15]([F:33])[C:16]([NH:18][C@H:19]2[CH2:24][CH2:23][C@H:22]([NH:25][C:26](=[O:32])[O:27][C:28]([CH3:29])([CH3:31])[CH3:30])[CH2:21][CH2:20]2)=[N:17][C:12]=1[O:11][CH2:10][CH2:9][OH:8])(=[O:36])[NH2:35], predict the reactants needed to synthesize it. The reactants are: C([O:8][CH2:9][CH2:10][O:11][C:12]1[N:17]=[C:16]([NH:18][C@H:19]2[CH2:24][CH2:23][C@H:22]([NH:25][C:26](=[O:32])[O:27][C:28]([CH3:31])([CH3:30])[CH3:29])[CH2:21][CH2:20]2)[C:15]([F:33])=[CH:14][C:13]=1[C:34](=[O:36])[NH2:35])C1C=CC=CC=1. (5) Given the product [N:15]([CH2:2][C:3]1[CH:8]=[CH:7][CH:6]=[C:5]([O:9][CH2:10][C:11]([F:14])([F:13])[F:12])[N:4]=1)=[N+:16]=[N-:17], predict the reactants needed to synthesize it. The reactants are: Cl[CH2:2][C:3]1[CH:8]=[CH:7][CH:6]=[C:5]([O:9][CH2:10][C:11]([F:14])([F:13])[F:12])[N:4]=1.[N-:15]=[N+:16]=[N-:17].[Na+].O.